This data is from Full USPTO retrosynthesis dataset with 1.9M reactions from patents (1976-2016). The task is: Predict the reactants needed to synthesize the given product. (1) Given the product [CH3:45][C:43]1[O:42][N:41]=[C:40]([NH:5][S:6]([C:9]2[CH:13]=[C:12]([CH3:14])[S:11][C:10]=2[C:15]2[CH:16]=[CH:17][C:18]([CH2:21][N:22]3[C:30]4[CH:29]=[C:28]([CH2:31][CH3:32])[N:27]=[C:26]([CH3:33])[C:25]=4[C:24]([C:34]4[CH:39]=[CH:38][CH:37]=[CH:36][CH:35]=4)=[N:23]3)=[CH:19][CH:20]=2)(=[O:8])=[O:7])[CH:44]=1, predict the reactants needed to synthesize it. The reactants are: C(OC[N:5]([C:40]1[CH:44]=[C:43]([CH3:45])[O:42][N:41]=1)[S:6]([C:9]1[CH:13]=[C:12]([CH3:14])[S:11][C:10]=1[C:15]1[CH:20]=[CH:19][C:18]([CH2:21][N:22]2[C:30]3[CH:29]=[C:28]([CH2:31][CH3:32])[N:27]=[C:26]([CH3:33])[C:25]=3[C:24]([C:34]3[CH:39]=[CH:38][CH:37]=[CH:36][CH:35]=3)=[N:23]2)=[CH:17][CH:16]=1)(=[O:8])=[O:7])C.Cl. (2) Given the product [Cl:42][C:14]1[CH:15]=[C:16]([O:20][C:21]2[CH:26]=[CH:25][N:24]=[CH:23][C:22]=2[C:27]([N:29]2[C:38]3[C:33](=[CH:34][CH:35]=[CH:36][CH:37]=3)[N:32]([CH:39]3[CH2:40][CH2:41]3)[CH2:31][CH2:30]2)=[O:28])[C:17]([Cl:19])=[CH:18][C:13]=1[C:12]([NH:11][C:9]1[S:10][C:6]([C:4]([OH:5])=[O:3])=[C:7]([CH3:44])[N:8]=1)=[O:43], predict the reactants needed to synthesize it. The reactants are: C([O:3][C:4]([C:6]1[S:10][C:9]([NH:11][C:12](=[O:43])[C:13]2[CH:18]=[C:17]([Cl:19])[C:16]([O:20][C:21]3[CH:26]=[CH:25][N:24]=[CH:23][C:22]=3[C:27]([N:29]3[C:38]4[C:33](=[CH:34][CH:35]=[CH:36][CH:37]=4)[N:32]([CH:39]4[CH2:41][CH2:40]4)[CH2:31][CH2:30]3)=[O:28])=[CH:15][C:14]=2[Cl:42])=[N:8][C:7]=1[CH3:44])=[O:5])C.O.O.[OH-].[Li+]. (3) Given the product [NH2:1][C:2]1[N:11]=[CH:10][C:9]2[CH2:8][N:7]([C:12]3[C:13]([F:23])=[C:14]([O:21][CH3:22])[CH:15]=[C:16]([O:19][CH3:20])[C:17]=3[F:18])[C:6](=[O:24])[N:5]([CH3:25])[C:4]=2[C:3]=1[CH2:26][CH2:27][C:28]1[CH:33]=[CH:32][CH:31]=[CH:30][CH:29]=1, predict the reactants needed to synthesize it. The reactants are: [NH2:1][C:2]1[N:11]=[CH:10][C:9]2[CH2:8][N:7]([C:12]3[C:17]([F:18])=[C:16]([O:19][CH3:20])[CH:15]=[C:14]([O:21][CH3:22])[C:13]=3[F:23])[C:6](=[O:24])[N:5]([CH3:25])[C:4]=2[C:3]=1/[CH:26]=[CH:27]/[C:28]1[CH:33]=[CH:32][CH:31]=[CH:30][CH:29]=1. (4) The reactants are: [Si]([O:18][CH2:19][C@H:20]1[O:24][C@@H:23]([N:25]2[CH:32]=[C:31]([CH3:33])[C:29](=[O:30])[NH:28][C:26]2=[O:27])[C@H:22]([O:34][CH2:35][CH2:36][O:37][CH3:38])[C@@H:21]1[OH:39])(C(C)(C)C)(C1C=CC=CC=1)C1C=CC=CC=1.CCCC[N+](CCCC)(CCCC)CCCC.[F-]. Given the product [CH3:38][O:37][CH2:36][CH2:35][O:34][C@@H:22]1[C@H:21]([OH:39])[C@@H:20]([CH2:19][OH:18])[O:24][C@H:23]1[N:25]1[CH:32]=[C:31]([CH3:33])[C:29](=[O:30])[NH:28][C:26]1=[O:27], predict the reactants needed to synthesize it. (5) Given the product [Na:1].[CH:19]1([C:14]23[O:15][CH2:16][C:11]([CH2:10][O:9][C:8]4[CH:7]=[CH:6][N:5]=[C:4]([CH2:20][S:21]([C:23]5[NH:24][C:25]6[CH:31]=[CH:30][CH:29]=[CH:28][C:26]=6[N:27]=5)=[O:22])[C:3]=4[CH3:2])([CH2:12][O:13]2)[CH2:18][O:17]3)[CH2:35][CH2:32][CH2:33]1, predict the reactants needed to synthesize it. The reactants are: [Na:1].[CH3:2][C:3]1[C:4]([CH2:20][S:21]([C:23]2[NH:27][C:26]3[CH:28]=[CH:29][CH:30]=[CH:31][C:25]=3[N:24]=2)=[O:22])=[N:5][CH:6]=[CH:7][C:8]=1[O:9][CH2:10][C:11]12[CH2:18][O:17][C:14]([CH3:19])([O:15][CH2:16]1)[O:13][CH2:12]2.[CH:32]1(C23OCC(CO)(CO2)CO3)[CH2:35]C[CH2:33]1. (6) Given the product [CH3:19][C:17]1[CH:16]=[CH:15][C:13]2[N:14]=[C:10]([C:6]3[CH:5]=[C:4]([CH:9]=[CH:8][CH:7]=3)[C:3]([OH:20])=[O:2])[O:11][C:12]=2[CH:18]=1, predict the reactants needed to synthesize it. The reactants are: C[O:2][C:3](=[O:20])[C:4]1[CH:9]=[CH:8][CH:7]=[C:6]([C:10]2[O:11][C:12]3[CH:18]=[C:17]([CH3:19])[CH:16]=[CH:15][C:13]=3[N:14]=2)[CH:5]=1.[I-].[Li+].Cl. (7) Given the product [F:25][C:26]([F:45])([F:44])[S:27]([O:24][C:20]1[CH:21]=[CH:22][CH:23]=[C:18]([C:4]2([C:11]3[CH:16]=[CH:15][CH:14]=[C:13]([Br:17])[CH:12]=3)[C:5]3=[N:10][CH2:9][CH2:8][CH2:7][N:6]3[C:2]([NH2:1])=[N:3]2)[CH:19]=1)(=[O:29])=[O:28], predict the reactants needed to synthesize it. The reactants are: [NH2:1][C:2]1[N:6]2[CH2:7][CH2:8][CH2:9][N:10]=[C:5]2[C:4]([C:18]2[CH:19]=[C:20]([OH:24])[CH:21]=[CH:22][CH:23]=2)([C:11]2[CH:16]=[CH:15][CH:14]=[C:13]([Br:17])[CH:12]=2)[N:3]=1.[F:25][C:26]([F:45])([F:44])[S:27](N(C1C=CC=CC=1)[S:27]([C:26]([F:45])([F:44])[F:25])(=[O:29])=[O:28])(=[O:29])=[O:28].C(N(CC)CC)C.C(=O)([O-])[O-].[K+].[K+]. (8) The reactants are: [CH3:1][C:2]([C:5]1[CH:10]=[CH:9][C:8]([CH2:11][N:12]2[C:17](=[O:18])[C:16]([C:19]([NH:21][CH2:22][C:23]([O:25]CC)=[O:24])=[O:20])=[C:15]([OH:28])[N:14]=[C:13]2[C:29]2[CH:34]=[CH:33][CH:32]=[CH:31][CH:30]=2)=[CH:7][CH:6]=1)([CH3:4])[CH3:3].N(CC(OCC)=O)=C=O.C(N(CC)C(C)C)(C)C.Cl. Given the product [CH3:4][C:2]([C:5]1[CH:6]=[CH:7][C:8]([CH2:11][N:12]2[C:17](=[O:18])[C:16]([C:19]([NH:21][CH2:22][C:23]([OH:25])=[O:24])=[O:20])=[C:15]([OH:28])[N:14]=[C:13]2[C:29]2[CH:30]=[CH:31][CH:32]=[CH:33][CH:34]=2)=[CH:9][CH:10]=1)([CH3:1])[CH3:3], predict the reactants needed to synthesize it. (9) Given the product [Br:1][CH:2]1[CH2:11][CH2:10][C:9]2[C:4](=[CH:5][CH:6]=[CH:7][C:8]=2[Br:12])[C:3]1=[O:13], predict the reactants needed to synthesize it. The reactants are: [Br:1][C:2]1(Br)[CH2:11][CH2:10][C:9]2[C:4](=[CH:5][CH:6]=[CH:7][C:8]=2[Br:12])[C:3]1=[O:13]. (10) Given the product [F:1][C:2]1[C:3]([C:37]2[N:38]=[C:39]([CH:47]3[CH2:52][CH2:51][O:50][CH2:49][CH2:48]3)[N:40]3[CH:45]=[CH:44][N:43]=[C:42]([CH3:46])[C:41]=23)=[CH:4][C:5]([O:25][CH3:26])=[C:6]([NH:8][C:9](=[O:24])[O:10][CH:11]([CH2:13][CH2:14][CH2:15][OH:16])[CH3:12])[CH:7]=1, predict the reactants needed to synthesize it. The reactants are: [F:1][C:2]1[C:3](B2OC(C)(C)C(C)(C)O2)=[CH:4][C:5]([O:25][CH3:26])=[C:6]([NH:8][C:9](=[O:24])[O:10][CH:11]([CH2:13][CH2:14][CH2:15][O:16][Si](C(C)(C)C)(C)C)[CH3:12])[CH:7]=1.Br[C:37]1[N:38]=[C:39]([CH:47]2[CH2:52][CH2:51][O:50][CH2:49][CH2:48]2)[N:40]2[CH:45]=[CH:44][N:43]=[C:42]([CH3:46])[C:41]=12.